Dataset: Peptide-MHC class II binding affinity with 134,281 pairs from IEDB. Task: Regression. Given a peptide amino acid sequence and an MHC pseudo amino acid sequence, predict their binding affinity value. This is MHC class II binding data. (1) The peptide sequence is VAATAGTTVYGAFAA. The MHC is HLA-DQA10102-DQB10602 with pseudo-sequence HLA-DQA10102-DQB10602. The binding affinity (normalized) is 0.852. (2) The MHC is H-2-IAs with pseudo-sequence H-2-IAs. The binding affinity (normalized) is 0. The peptide sequence is MNLATWVGSNLE. (3) The peptide sequence is ARILRQLATPISVII. The MHC is DRB1_1001 with pseudo-sequence DRB1_1001. The binding affinity (normalized) is 0.906.